This data is from Catalyst prediction with 721,799 reactions and 888 catalyst types from USPTO. The task is: Predict which catalyst facilitates the given reaction. Reactant: C(O[C:6](=O)[NH:7][C@H:8]1[CH2:13][CH2:12][C@H:11]([NH2:14])[CH2:10][CH2:9]1)(C)(C)C.C1COCC1.O.[OH-].[Na+].O. The catalyst class is: 1. Product: [CH3:6][NH:7][C@H:8]1[CH2:13][CH2:12][C@H:11]([NH2:14])[CH2:10][CH2:9]1.